The task is: Predict the reactants needed to synthesize the given product.. This data is from Full USPTO retrosynthesis dataset with 1.9M reactions from patents (1976-2016). (1) The reactants are: [C:1]([NH:4][C:5]1[N:9]([C:10]2[CH:15]=[C:14]([S:16][CH2:17][C:18]([F:21])([F:20])[F:19])[C:13]([CH3:22])=[CH:12][C:11]=2[F:23])[N:8]=[C:7]([O:24][C:25]([F:40])([F:39])[CH:26]([F:38])[O:27][C:28]([F:37])([F:36])[C:29]([F:35])([F:34])[C:30]([F:33])([F:32])[F:31])[CH:6]=1)(=O)[CH3:2].[H-].[Na+].Br[CH2:44]C#C.O. Given the product [F:23][C:11]1[CH:12]=[C:13]([CH3:22])[C:14]([S:16][CH2:17][C:18]([F:19])([F:20])[F:21])=[CH:15][C:10]=1[N:9]1[C:5]([NH:4][CH2:1][C:2]#[CH:44])=[CH:6][C:7]([O:24][C:25]([F:39])([F:40])[CH:26]([F:38])[O:27][C:28]([F:37])([F:36])[C:29]([F:35])([F:34])[C:30]([F:31])([F:32])[F:33])=[N:8]1, predict the reactants needed to synthesize it. (2) Given the product [CH:39](=[N:38][CH:11]([C:1]1[CH:2]=[CH:4][CH:5]=[CH:6][CH:7]=1)[CH:19]([N+:16]([O-:18])=[O:17])[CH2:20][CH2:21][C:22]([O:32][CH3:33])([O:26][CH3:34])[CH2:23][CH2:24][CH3:25])[C:40]1[CH:45]=[CH:44][CH:43]=[CH:42][CH:41]=1, predict the reactants needed to synthesize it. The reactants are: [C:1]12([CH2:11]S(O)(=O)=O)C(C)(C)[CH:5]([CH2:6][CH2:7]1)[CH2:4][C:2]2=O.[N+:16]([CH2:19][CH2:20][CH2:21][C:22](=[O:26])[CH2:23][CH2:24][CH3:25])([O-:18])=[O:17].C([O:32][CH3:33])(OC)OC.[C:34]([O-])(=O)C.[NH4+:38].[CH:39](=O)[C:40]1[CH:45]=[CH:44][CH:43]=[CH:42][CH:41]=1. (3) Given the product [Cl:1][C:2]1[CH:7]=[CH:6][C:5]([CH2:8][N:11]2[CH2:15][CH2:14][CH2:13][CH2:12]2)=[CH:4][N+:3]=1[O-:10], predict the reactants needed to synthesize it. The reactants are: [Cl:1][C:2]1[CH:7]=[CH:6][C:5]([CH2:8]Cl)=[CH:4][N+:3]=1[O-:10].[NH:11]1[CH2:15][CH2:14][CH2:13][CH2:12]1. (4) Given the product [O-:16][N+:17]1[C:22]2[CH:23]=[C:24]3[C:28](=[CH:29][C:21]=2[N+:20]([O-:4])=[C:19]([NH:30][CH2:31][CH2:32][OH:33])[N:18]=1)[CH2:27][CH2:26][CH2:25]3, predict the reactants needed to synthesize it. The reactants are: OO.C(OC(C(F)(F)F)=O)(C(F)(F)F)=[O:4].[O-:16][N+:17]1[C:22]2[CH:23]=[C:24]3[C:28](=[CH:29][C:21]=2[N:20]=[C:19]([NH:30][CH2:31][CH2:32][OH:33])[N:18]=1)[CH2:27][CH2:26][CH2:25]3.C(O)(C(F)(F)F)=O. (5) Given the product [NH2:3][CH2:12][CH2:13][CH2:14][C:15]1[N:19]([CH2:20][CH2:21][C:22]2[CH:27]=[CH:26][C:25]([F:28])=[CH:24][CH:23]=2)[C:18]([CH3:29])=[C:17]([C:30]([O:32][CH2:33][C:34]2[CH:39]=[CH:38][CH:37]=[CH:36][CH:35]=2)=[O:31])[CH:16]=1, predict the reactants needed to synthesize it. The reactants are: O=C1C2C(=CC=CC=2)C(=O)[N:3]1[CH2:12][CH2:13][CH2:14][C:15]1[N:19]([CH2:20][CH2:21][C:22]2[CH:27]=[CH:26][C:25]([F:28])=[CH:24][CH:23]=2)[C:18]([CH3:29])=[C:17]([C:30]([O:32][CH2:33][C:34]2[CH:39]=[CH:38][CH:37]=[CH:36][CH:35]=2)=[O:31])[CH:16]=1.